This data is from Full USPTO retrosynthesis dataset with 1.9M reactions from patents (1976-2016). The task is: Predict the reactants needed to synthesize the given product. Given the product [Cl:1][C:2]1[N:3]=[C:4]([N:16]2[CH2:21][CH2:20][O:19][CH2:18][CH2:17]2)[C:5]2[CH:11]=[C:10]([N+:12]([O-:14])=[O:13])[CH:9]=[N:8][C:6]=2[N:7]=1, predict the reactants needed to synthesize it. The reactants are: [Cl:1][C:2]1[N:3]=[C:4](Cl)[C:5]2[CH:11]=[C:10]([N+:12]([O-:14])=[O:13])[CH:9]=[N:8][C:6]=2[N:7]=1.[NH:16]1[CH2:21][CH2:20][O:19][CH2:18][CH2:17]1.C(N(C(C)C)CC)(C)C.